Task: Predict the reactants needed to synthesize the given product.. Dataset: Full USPTO retrosynthesis dataset with 1.9M reactions from patents (1976-2016) (1) Given the product [F:1][C:2]1[CH:10]=[C:9]2[C:5]([C:6]([C:12]3[N:13]=[C:14]4[C:20]([C:21]([NH:44][C:45]5([CH2:48][NH:49][C:50](=[O:56])[O:51][C:52]([CH3:54])([CH3:53])[CH3:55])[CH2:47][CH2:46]5)=[O:22])=[CH:19][NH:18][C:15]4=[N:16][CH:17]=3)=[N:7][N:8]2[CH3:11])=[CH:4][CH:3]=1, predict the reactants needed to synthesize it. The reactants are: [F:1][C:2]1[CH:10]=[C:9]2[C:5]([C:6]([C:12]3[N:13]=[C:14]4[C:20]([C:21](O)=[O:22])=[CH:19][NH:18][C:15]4=[N:16][CH:17]=3)=[N:7][N:8]2[CH3:11])=[CH:4][CH:3]=1.CCN=C=NCCCN(C)C.CCN(C(C)C)C(C)C.[NH2:44][C:45]1([CH2:48][NH:49][C:50](=[O:56])[O:51][C:52]([CH3:55])([CH3:54])[CH3:53])[CH2:47][CH2:46]1. (2) The reactants are: [C:1]([O:6][CH2:7][CH:8]1[O:10][CH2:9]1)(=[O:5])[C:2]([CH3:4])=[CH2:3].[CH2:11]=[CH:12][C:13]1[CH:18]=[CH:17][CH:16]=[CH:15][CH:14]=1.C(C1C=CC=CC=1C=C)=C. Given the product [CH2:11]=[CH:12][C:13]1[CH:18]=[CH:17][CH:16]=[CH:15][CH:14]=1.[C:1]([O:6][CH2:7][CH:8]1[O:10][CH2:9]1)(=[O:5])[C:2]([CH3:4])=[CH2:3], predict the reactants needed to synthesize it. (3) Given the product [NH2:1][C:4]1[C:12]2[N:11]=[CH:10][N:9]([C:13]3[CH:20]=[CH:19][C:16]([C:17]#[N:18])=[CH:15][CH:14]=3)[C:8]=2[CH:7]=[CH:6][CH:5]=1, predict the reactants needed to synthesize it. The reactants are: [N+:1]([C:4]1[C:12]2[N:11]=[CH:10][N:9]([C:13]3[CH:20]=[CH:19][C:16]([C:17]#[N:18])=[CH:15][CH:14]=3)[C:8]=2[CH:7]=[CH:6][CH:5]=1)([O-])=O. (4) The reactants are: C([O:5][C:6]1[CH:7]=[C:8]2[C:13](=[CH:14][CH:15]=1)[N:12]=[C:11]([CH2:16][CH:17]([CH3:19])[CH3:18])[C:10]([C:20]#[N:21])=[C:9]2[C:22]1[CH:27]=[CH:26][CH:25]=[CH:24][C:23]=1[F:28])(C)(C)C.FC(F)(F)C(O)=O. Given the product [F:28][C:23]1[CH:24]=[CH:25][CH:26]=[CH:27][C:22]=1[C:9]1[C:8]2[C:13](=[CH:14][CH:15]=[C:6]([OH:5])[CH:7]=2)[N:12]=[C:11]([CH2:16][CH:17]([CH3:18])[CH3:19])[C:10]=1[C:20]#[N:21], predict the reactants needed to synthesize it. (5) Given the product [CH2:6]([O:8][C:9](=[O:33])[N:10]([C:22]1[CH:27]=[C:26]([C:2]2[O:1][CH:5]=[CH:4][N:3]=2)[N:25]=[C:24]([NH2:29])[C:23]=1[N+:30]([O-:32])=[O:31])[CH2:11][C:12]1[CH:13]=[N:14][C:15]([C:18]([F:21])([F:19])[F:20])=[CH:16][CH:17]=1)[CH3:7], predict the reactants needed to synthesize it. The reactants are: [O:1]1[CH:5]=[CH:4][N:3]=[CH:2]1.[CH2:6]([O:8][C:9](=[O:33])[N:10]([C:22]1[CH:27]=[C:26](Br)[N:25]=[C:24]([NH2:29])[C:23]=1[N+:30]([O-:32])=[O:31])[CH2:11][C:12]1[CH:13]=[N:14][C:15]([C:18]([F:21])([F:20])[F:19])=[CH:16][CH:17]=1)[CH3:7]. (6) Given the product [O:35]=[C:26]1[N:25]([CH2:36][CH2:37][CH3:38])[C:24]2[N:23]=[C:22]([C:18]34[CH2:21][C:14]([C:12]([NH:11][C@H:4]([C:5]5[CH:6]=[CH:7][CH:8]=[CH:9][CH:10]=5)[C:3]([OH:39])=[O:2])=[O:13])([CH2:20][CH2:19]3)[CH2:15][CH2:16][CH2:17]4)[NH:30][C:29]=2[C:28](=[O:31])[N:27]1[CH2:32][CH2:33][CH3:34], predict the reactants needed to synthesize it. The reactants are: C[O:2][C:3](=[O:39])[C@H:4]([NH:11][C:12]([C:14]12[CH2:21][C:18]([C:22]3[NH:30][C:29]4[C:28](=[O:31])[N:27]([CH2:32][CH2:33][CH3:34])[C:26](=[O:35])[N:25]([CH2:36][CH2:37][CH3:38])[C:24]=4[N:23]=3)([CH2:19][CH2:20]1)[CH2:17][CH2:16][CH2:15]2)=[O:13])[C:5]1[CH:10]=[CH:9][CH:8]=[CH:7][CH:6]=1.[Li+].[OH-]. (7) The reactants are: [OH:1][C:2]1[CH:3]=[C:4]([S:8][C:9]([CH3:15])([CH3:14])[C:10]([O:12][CH3:13])=[O:11])[CH:5]=[CH:6][CH:7]=1.[N+:16]([C:19]1[CH:24]=[CH:23][CH:22]=[CH:21][C:20]=1C1OC(CO)=CC=1)([O-:18])=[O:17].[CH3:44][CH:43]([O:42][C:40](/N=N/[C:40]([O:42][CH:43]([CH3:45])[CH3:44])=O)=O)[CH3:45].[C:46]1(P(C2C=CC=CC=2)C2C=CC=CC=2)C=CC=CC=1. Given the product [N+:16]([C:19]1[CH:24]=[CH:23][C:22]([C:40]2[O:42][C:43]([CH2:44][O:1][C:2]3[CH:3]=[C:4]([S:8][C:9]([CH3:15])([CH3:14])[C:10]([O:12][CH3:13])=[O:11])[CH:5]=[CH:6][CH:7]=3)=[CH:45][CH:46]=2)=[CH:21][CH:20]=1)([O-:18])=[O:17], predict the reactants needed to synthesize it. (8) Given the product [NH2:36][C@H:33]1[CH2:34][CH2:35][C@H:30]([O:29][C:2]2[CH:3]=[C:4]([NH:13][C:14]3[CH:15]=[CH:16][CH:17]=[CH:18][CH:19]=3)[C:5]3[N:6]([C:8]([C:11]#[N:12])=[CH:9][N:10]=3)[N:7]=2)[CH2:31][CH2:32]1, predict the reactants needed to synthesize it. The reactants are: Cl[C:2]1[CH:3]=[C:4]([N:13](CC2C=CC(OC)=CC=2)[C:14]2[CH:19]=[CH:18][CH:17]=[CH:16][CH:15]=2)[C:5]2[N:6]([C:8]([C:11]#[N:12])=[CH:9][N:10]=2)[N:7]=1.[OH:29][C@H:30]1[CH2:35][CH2:34][C@H:33]([NH:36]C(=O)OC(C)(C)C)[CH2:32][CH2:31]1.C(=O)([O-])[O-].[Cs+].[Cs+]. (9) Given the product [NH2:1][C:4]1[CH:5]=[C:6]([CH:10]2[C:15]3[NH:16][C:17]4[C:22]([C:14]=3[CH2:13][CH2:12][O:11]2)=[CH:21][CH:20]=[CH:19][CH:18]=4)[CH:7]=[CH:8][CH:9]=1, predict the reactants needed to synthesize it. The reactants are: [N+:1]([C:4]1[CH:5]=[C:6]([CH:10]2[C:15]3[NH:16][C:17]4[C:22]([C:14]=3[CH2:13][CH2:12][O:11]2)=[CH:21][CH:20]=[CH:19][CH:18]=4)[CH:7]=[CH:8][CH:9]=1)([O-])=O.